This data is from NCI-60 drug combinations with 297,098 pairs across 59 cell lines. The task is: Regression. Given two drug SMILES strings and cell line genomic features, predict the synergy score measuring deviation from expected non-interaction effect. (1) Drug 2: CC1C(C(CC(O1)OC2CC(CC3=C2C(=C4C(=C3O)C(=O)C5=CC=CC=C5C4=O)O)(C(=O)C)O)N)O. Synergy scores: CSS=50.8, Synergy_ZIP=0.884, Synergy_Bliss=1.81, Synergy_Loewe=-8.35, Synergy_HSA=3.45. Cell line: NCI-H226. Drug 1: CC1=C(C(=CC=C1)Cl)NC(=O)C2=CN=C(S2)NC3=CC(=NC(=N3)C)N4CCN(CC4)CCO. (2) Drug 1: C1=NC2=C(N=C(N=C2N1C3C(C(C(O3)CO)O)O)F)N. Drug 2: CC12CCC3C(C1CCC2O)C(CC4=C3C=CC(=C4)O)CCCCCCCCCS(=O)CCCC(C(F)(F)F)(F)F. Cell line: SW-620. Synergy scores: CSS=5.40, Synergy_ZIP=-1.64, Synergy_Bliss=-2.00, Synergy_Loewe=0.141, Synergy_HSA=-1.69. (3) Drug 1: CN1C(=O)N2C=NC(=C2N=N1)C(=O)N. Drug 2: CC(C)(C#N)C1=CC(=CC(=C1)CN2C=NC=N2)C(C)(C)C#N. Cell line: HS 578T. Synergy scores: CSS=0.848, Synergy_ZIP=-2.68, Synergy_Bliss=-4.84, Synergy_Loewe=-3.44, Synergy_HSA=-3.33. (4) Drug 1: CC(C1=C(C=CC(=C1Cl)F)Cl)OC2=C(N=CC(=C2)C3=CN(N=C3)C4CCNCC4)N. Drug 2: CC1CCC2CC(C(=CC=CC=CC(CC(C(=O)C(C(C(=CC(C(=O)CC(OC(=O)C3CCCCN3C(=O)C(=O)C1(O2)O)C(C)CC4CCC(C(C4)OC)OCCO)C)C)O)OC)C)C)C)OC. Cell line: SF-539. Synergy scores: CSS=16.3, Synergy_ZIP=0.390, Synergy_Bliss=1.24, Synergy_Loewe=-4.16, Synergy_HSA=2.24. (5) Drug 1: CC1OCC2C(O1)C(C(C(O2)OC3C4COC(=O)C4C(C5=CC6=C(C=C35)OCO6)C7=CC(=C(C(=C7)OC)O)OC)O)O. Drug 2: CCC(=C(C1=CC=CC=C1)C2=CC=C(C=C2)OCCN(C)C)C3=CC=CC=C3.C(C(=O)O)C(CC(=O)O)(C(=O)O)O. Cell line: MDA-MB-435. Synergy scores: CSS=1.17, Synergy_ZIP=-2.12, Synergy_Bliss=-0.354, Synergy_Loewe=-9.84, Synergy_HSA=-3.95. (6) Drug 1: CCC1(CC2CC(C3=C(CCN(C2)C1)C4=CC=CC=C4N3)(C5=C(C=C6C(=C5)C78CCN9C7C(C=CC9)(C(C(C8N6C=O)(C(=O)OC)O)OC(=O)C)CC)OC)C(=O)OC)O.OS(=O)(=O)O. Drug 2: C1CN(CCN1C(=O)CCBr)C(=O)CCBr. Cell line: OVCAR-5. Synergy scores: CSS=17.8, Synergy_ZIP=-1.80, Synergy_Bliss=2.25, Synergy_Loewe=4.12, Synergy_HSA=3.96. (7) Cell line: 786-0. Drug 1: C1=NC2=C(N=C(N=C2N1C3C(C(C(O3)CO)O)O)F)N. Synergy scores: CSS=-0.0265, Synergy_ZIP=-0.237, Synergy_Bliss=1.48, Synergy_Loewe=-2.69, Synergy_HSA=-1.30. Drug 2: CCC(=C(C1=CC=CC=C1)C2=CC=C(C=C2)OCCN(C)C)C3=CC=CC=C3.C(C(=O)O)C(CC(=O)O)(C(=O)O)O. (8) Drug 1: CC1=C(C=C(C=C1)NC2=NC=CC(=N2)N(C)C3=CC4=NN(C(=C4C=C3)C)C)S(=O)(=O)N.Cl. Drug 2: CC(C)CN1C=NC2=C1C3=CC=CC=C3N=C2N. Cell line: SNB-75. Synergy scores: CSS=-1.17, Synergy_ZIP=-0.521, Synergy_Bliss=-2.66, Synergy_Loewe=-3.80, Synergy_HSA=-3.61. (9) Drug 1: CC1=C(C(CCC1)(C)C)C=CC(=CC=CC(=CC(=O)O)C)C. Drug 2: CCCCC(=O)OCC(=O)C1(CC(C2=C(C1)C(=C3C(=C2O)C(=O)C4=C(C3=O)C=CC=C4OC)O)OC5CC(C(C(O5)C)O)NC(=O)C(F)(F)F)O. Cell line: OVCAR3. Synergy scores: CSS=26.1, Synergy_ZIP=2.23, Synergy_Bliss=3.15, Synergy_Loewe=-5.18, Synergy_HSA=3.34.